This data is from NCI-60 drug combinations with 297,098 pairs across 59 cell lines. The task is: Regression. Given two drug SMILES strings and cell line genomic features, predict the synergy score measuring deviation from expected non-interaction effect. Drug 1: C1=NC2=C(N=C(N=C2N1C3C(C(C(O3)CO)O)F)Cl)N. Drug 2: C1=CN(C=N1)CC(O)(P(=O)(O)O)P(=O)(O)O. Cell line: SK-MEL-5. Synergy scores: CSS=0.531, Synergy_ZIP=-1.35, Synergy_Bliss=1.72, Synergy_Loewe=-7.11, Synergy_HSA=-1.28.